Dataset: Catalyst prediction with 721,799 reactions and 888 catalyst types from USPTO. Task: Predict which catalyst facilitates the given reaction. (1) Reactant: [I-].[CH3:2][S+](C)C.[H-].[Na+].[CH3:8][C:9]1[CH:16]=[CH:15][C:12]([CH:13]=[O:14])=[CH:11][CH:10]=1. Product: [C:9]1([CH3:8])[CH:16]=[CH:15][C:12]([CH:13]2[CH2:2][O:14]2)=[CH:11][CH:10]=1. The catalyst class is: 58. (2) Reactant: [OH-].[Na+].[C:3](=[O:14])([O:9][C:10]([CH3:13])([CH3:12])[CH3:11])OC(C)(C)C.Cl.[CH2:16]([NH2:19])[C:17]#[CH:18]. Product: [C:3]([NH:19][CH2:16][C:17]#[CH:18])([O:9][C:10]([CH3:11])([CH3:12])[CH3:13])=[O:14]. The catalyst class is: 1. (3) Reactant: C1(P(C2C=CC=CC=2)C2C=CC=CC=2OC2C=CC=CC=2P(C2C=CC=CC=2)C2C=CC=CC=2)C=CC=CC=1.[CH2:40]([N:47]([C@@H:55]([CH2:58][C:59]1[CH:64]=[CH:63][C:62](I)=[CH:61][CH:60]=1)[CH2:56][OH:57])[C:48](=[O:54])[O:49][C:50]([CH3:53])([CH3:52])[CH3:51])[C:41]1[CH:46]=[CH:45][CH:44]=[CH:43][CH:42]=1.[SH:66][C:67]1[CH:72]=[CH:71][C:70]([OH:73])=[CH:69][CH:68]=1.CC(C)([O-])C.[K+]. Product: [CH2:40]([N:47]([C@@H:55]([CH2:58][C:59]1[CH:64]=[CH:63][C:62]([S:66][C:67]2[CH:72]=[CH:71][C:70]([OH:73])=[CH:69][CH:68]=2)=[CH:61][CH:60]=1)[CH2:56][OH:57])[C:48](=[O:54])[O:49][C:50]([CH3:53])([CH3:52])[CH3:51])[C:41]1[CH:46]=[CH:45][CH:44]=[CH:43][CH:42]=1. The catalyst class is: 101. (4) Reactant: C(=O)([O-])[O-].[K+].[K+].[NH:7]1[CH2:12][CH2:11][CH2:10][CH:9]([CH2:13][NH:14][C:15]([C:17]2[S:21][C:20]([C:22]3[CH:27]=[CH:26][C:25]([Cl:28])=[CH:24][CH:23]=3)=[N:19][C:18]=2[CH3:29])=[O:16])[CH2:8]1.F[C:31]1[CH:38]=[CH:37][CH:36]=[CH:35][C:32]=1[CH:33]=[O:34].C(=O)(O)[O-].[Na+]. Product: [CH:33]([C:32]1[CH:35]=[CH:36][CH:37]=[CH:38][C:31]=1[N:7]1[CH2:12][CH2:11][CH2:10][CH:9]([CH2:13][NH:14][C:15]([C:17]2[S:21][C:20]([C:22]3[CH:23]=[CH:24][C:25]([Cl:28])=[CH:26][CH:27]=3)=[N:19][C:18]=2[CH3:29])=[O:16])[CH2:8]1)=[O:34]. The catalyst class is: 711. (5) Reactant: [CH3:1][Si:2]([CH3:18])([CH3:17])[CH2:3][CH2:4][O:5][CH2:6][O:7][CH2:8][C:9]1[N:10]=[C:11]([C:14]([NH2:16])=O)[S:12][CH:13]=1.N1C=CC=CC=1.C(OC(C(F)(F)F)=O)(C(F)(F)F)=O. Product: [CH3:1][Si:2]([CH3:18])([CH3:17])[CH2:3][CH2:4][O:5][CH2:6][O:7][CH2:8][C:9]1[N:10]=[C:11]([C:14]#[N:16])[S:12][CH:13]=1. The catalyst class is: 2. (6) The catalyst class is: 9. Reactant: [NH2:1][CH2:2][C:3]1[CH:8]=[C:7]([OH:9])[C:6]([C:10]2[CH:14]=[CH:13][O:12][CH:11]=2)=[CH:5][N:4]=1.[I:15][C:16]1[CH:17]=[C:18]2[C:23](=[CH:24][CH:25]=1)[C:22](=[O:26])[NH:21][C:20](=[O:27])/[C:19]/2=[CH:28]/OC. Product: [O:12]1[CH:13]=[CH:14][C:10]([C:6]2[C:7]([OH:9])=[CH:8][C:3]([CH2:2][NH:1]/[CH:28]=[C:19]3\[C:20](=[O:27])[NH:21][C:22](=[O:26])[C:23]4[C:18]\3=[CH:17][C:16]([I:15])=[CH:25][CH:24]=4)=[N:4][CH:5]=2)=[CH:11]1. (7) Reactant: [C:1]([C:5]1[C:6]([NH:17][C:18]([C:20]2[C:29](=[O:30])[C:28]3[C:23](=[CH:24][CH:25]=[CH:26][CH:27]=3)[NH:22][CH:21]=2)=[O:19])=[CH:7][C:8]2[O:12][C:11](=[O:13])[C:10]([CH3:15])([CH3:14])[C:9]=2[CH:16]=1)([CH3:4])([CH3:3])[CH3:2].CC1OCCC1.[H-].[Al+3].[Li+].[H-].[H-].[H-].O.O.O.O.OC(C(O)C([O-])=O)C([O-])=O.[Na+].[K+]. Product: [C:1]([C:5]1[CH:16]=[C:9]([C:10]([CH3:15])([CH3:14])[CH2:11][OH:13])[C:8]([OH:12])=[CH:7][C:6]=1[NH:17][C:18]([C:20]1[C:29](=[O:30])[C:28]2[C:23](=[CH:24][CH:25]=[CH:26][CH:27]=2)[NH:22][CH:21]=1)=[O:19])([CH3:2])([CH3:3])[CH3:4]. The catalyst class is: 237.